From a dataset of Catalyst prediction with 721,799 reactions and 888 catalyst types from USPTO. Predict which catalyst facilitates the given reaction. (1) Reactant: C(=O)([O-])[O-].[K+].[K+].[CH2:7]([O:9][CH2:10][CH2:11]Br)[CH3:8].[N+:13]([C:16]1[C:17]([C:25]([O:27][CH3:28])=[O:26])=[N:18][NH:19][C:20]=1[C:21]([O:23][CH3:24])=[O:22])([O-:15])=[O:14]. Product: [CH2:7]([O:9][CH2:10][CH2:11][N:18]1[C:17]([C:25]([O:27][CH3:28])=[O:26])=[C:16]([N+:13]([O-:15])=[O:14])[C:20]([C:21]([O:23][CH3:24])=[O:22])=[N:19]1)[CH3:8]. The catalyst class is: 9. (2) Product: [F:34][C:2]([F:1])([F:33])[C@H:3]1[CH2:8][CH2:7][C@H:6]([NH:9][C:10](=[O:32])[C:11]2[CH:16]=[C:15]([NH2:17])[C:14]([NH:20][CH3:21])=[N:13][C:12]=2[N:22]2[CH2:23][CH2:24][CH:25]([C:28]([F:30])([F:31])[F:29])[CH2:26][CH2:27]2)[CH2:5][CH2:4]1. The catalyst class is: 814. Reactant: [F:1][C:2]([F:34])([F:33])[C@H:3]1[CH2:8][CH2:7][C@H:6]([NH:9][C:10](=[O:32])[C:11]2[CH:16]=[C:15]([N+:17]([O-])=O)[C:14]([NH:20][CH3:21])=[N:13][C:12]=2[N:22]2[CH2:27][CH2:26][CH:25]([C:28]([F:31])([F:30])[F:29])[CH2:24][CH2:23]2)[CH2:5][CH2:4]1. (3) Reactant: C(O)(=O)C(O)=O.[CH3:7][N:8]([CH3:32])[CH2:9][C@H:10]([CH3:31])[C@H:11]([C:14]1[CH:15]=[C:16]([O:20][S:21]([C:24]2[CH:29]=[CH:28][C:27]([CH3:30])=[CH:26][CH:25]=2)(=[O:23])=[O:22])[CH:17]=[CH:18][CH:19]=1)[CH2:12][CH3:13]. Product: [CH3:32][N:8]([CH3:7])[CH2:9][C@H:10]([CH3:31])[C@H:11]([C:14]1[CH:15]=[C:16]([O:20][S:21]([C:24]2[CH:25]=[CH:26][C:27]([CH3:30])=[CH:28][CH:29]=2)(=[O:22])=[O:23])[CH:17]=[CH:18][CH:19]=1)[CH2:12][CH3:13]. The catalyst class is: 646. (4) Reactant: Br[C:2]1[CH:3]=[CH:4][C:5]2[O:17][C:16](=[O:18])[N:8]3[C:9]4[CH:10]=[CH:11][CH:12]=[CH:13][C:14]=4[CH:15]=[C:7]3[C:6]=2[CH:19]=1.[F:20][C:21]1[CH:26]=[CH:25][C:24]([C:27]2[O:28][C:29]3[CH:39]=[C:38]([N:40]([CH3:45])[S:41]([CH3:44])(=[O:43])=[O:42])[C:37](B4OC(C)(C)C(C)(C)O4)=[CH:36][C:30]=3[C:31]=2[C:32]([NH:34][CH3:35])=[O:33])=[CH:23][CH:22]=1. Product: [F:20][C:21]1[CH:26]=[CH:25][C:24]([C:27]2[O:28][C:29]3[CH:39]=[C:38]([N:40]([CH3:45])[S:41]([CH3:44])(=[O:42])=[O:43])[C:37]([C:2]4[CH:3]=[CH:4][C:5]5[O:17][C:16](=[O:18])[N:8]6[C:9]7[CH:10]=[CH:11][CH:12]=[CH:13][C:14]=7[CH:15]=[C:7]6[C:6]=5[CH:19]=4)=[CH:36][C:30]=3[C:31]=2[C:32]([NH:34][CH3:35])=[O:33])=[CH:23][CH:22]=1. The catalyst class is: 151. (5) The catalyst class is: 4. Reactant: [C:1](Cl)(=[O:3])[CH3:2].[O:5]1[C:9]2[CH:10]=[CH:11][CH:12]=[CH:13][C:8]=2[CH2:7][CH2:6]1.[Cl-].[Al+3].[Cl-].[Cl-].Cl. Product: [O:5]1[C:9]2[CH:10]=[CH:11][C:12]([C:1](=[O:3])[CH3:2])=[CH:13][C:8]=2[CH2:7][CH2:6]1. (6) Reactant: [C:1]([O:5][C:6]([C@@H:8]1[CH2:12][CH2:11][C:10](=[O:13])[NH:9]1)=[O:7])([CH3:4])([CH3:3])[CH3:2].CC#N.[CH3:17][C:18]([O:21][C:22](O[C:22]([O:21][C:18]([CH3:20])([CH3:19])[CH3:17])=[O:23])=[O:23])([CH3:20])[CH3:19]. Product: [C:18]([O:21][C:22]([N:9]1[C:10](=[O:13])[CH2:11][CH2:12][C@H:8]1[C:6]([O:5][C:1]([CH3:4])([CH3:2])[CH3:3])=[O:7])=[O:23])([CH3:20])([CH3:19])[CH3:17]. The catalyst class is: 850. (7) Reactant: [OH-:1].[Na+].Cl[CH2:4][C:5]1[C:14]2[C:9](=[CH:10][C:11]([OH:15])=[CH:12][CH:13]=2)[O:8][C:7](=[O:16])[CH:6]=1.Cl. Product: [OH:15][C:11]1[CH:12]=[CH:13][C:14]2[C:5]([CH2:6][C:7]([OH:16])=[O:1])=[CH:4][O:8][C:9]=2[CH:10]=1. The catalyst class is: 6.